From a dataset of Reaction yield outcomes from USPTO patents with 853,638 reactions. Predict the reaction yield, written as a fraction of the theoretical maximum amount of product (1.0 means a 100% yield; for example, 0.34 means a 34% yield). (1) The product is [Cl:19][C:20]1[CH:21]=[C:22]([NH:4][C:3]([C:5]2[C:9]([NH:10][CH2:11][CH2:12][CH2:13][NH:14][S:15]([CH3:18])(=[O:17])=[O:16])=[N:8][O:7][N:6]=2)=[N:2][OH:1])[CH:24]=[CH:25][C:26]=1[F:27]. The reactants are [OH:1][N:2]=[C:3]([C:5]1[C:9]([NH:10][CH2:11][CH2:12][CH2:13][NH:14][S:15]([CH3:18])(=[O:17])=[O:16])=[N:8][O:7][N:6]=1)[NH2:4].[Cl:19][C:20]1[CH:21]=[C:22]([CH:24]=[CH:25][C:26]=1[F:27])N. No catalyst specified. The yield is 0.100. (2) The reactants are [C:1]1([C:7]2[NH:11][CH:10]=[C:9]([CH2:12][OH:13])[CH:8]=2)[CH:6]=[CH:5][CH:4]=[CH:3][CH:2]=1.C[N+]1([O-])CCOCC1. The catalyst is C(#N)C.[Ru]([O-])(=O)(=O)=O.C([N+](CCC)(CCC)CCC)CC. The product is [C:1]1([C:7]2[NH:11][CH:10]=[C:9]([CH:12]=[O:13])[CH:8]=2)[CH:6]=[CH:5][CH:4]=[CH:3][CH:2]=1. The yield is 0.620. (3) The reactants are [C:1]([C:3]([CH3:10])([CH3:9])[C:4]([O:6][CH2:7][CH3:8])=[O:5])#[N:2]. The catalyst is [Ni]. The product is [NH2:2][CH2:1][C:3]([CH3:10])([CH3:9])[C:4]([O:6][CH2:7][CH3:8])=[O:5]. The yield is 1.00. (4) The reactants are [Cl:1][C:2]1[CH:7]=[CH:6][C:5](/[CH:8]=[CH:9]/[CH:10]=[O:11])=[CH:4][CH:3]=1.Br[CH2:13][C:14]1[CH:27]=[CH:26][CH:25]=[CH:24][C:15]=1[O:16][Si](C(C)(C)C)(C)C. No catalyst specified. The product is [Cl:1][C:2]1[CH:3]=[CH:4][C:5]([C@H:8]2[CH2:9][C:10](=[O:11])[O:16][C:15]3[CH:24]=[CH:25][CH:26]=[CH:27][C:14]=3[CH2:13]2)=[CH:6][CH:7]=1. The yield is 0.640. (5) The reactants are Cl[C:2]1[CH:7]=[C:6]([O:8][C:9]2[CH:15]=[CH:14][C:12]([NH2:13])=[CH:11][C:10]=2[F:16])[CH:5]=[CH:4][N:3]=1.[CH3:17][N:18]1[CH:22]=[C:21](B2OC(C)(C)C(C)(C)O2)[CH:20]=[N:19]1.C([O-])([O-])=O.[Na+].[Na+]. No catalyst specified. The product is [F:16][C:10]1[CH:11]=[C:12]([CH:14]=[CH:15][C:9]=1[O:8][C:6]1[CH:5]=[CH:4][N:3]=[C:2]([C:21]2[CH:20]=[N:19][N:18]([CH3:17])[CH:22]=2)[CH:7]=1)[NH2:13]. The yield is 0.340. (6) The reactants are C([Li])CCC.[CH3:6][C:7]1[CH:11]=[CH:10][S:9][N:8]=1.[O:12]1[C:16]2([CH2:21][CH2:20][C:19](=[O:22])[CH2:18][CH2:17]2)[O:15][CH2:14][CH2:13]1. The catalyst is CCCCCC.O1CCCC1. The product is [CH3:6][C:7]1[CH:11]=[C:10]([C:19]2([OH:22])[CH2:20][CH2:21][C:16]3([O:15][CH2:14][CH2:13][O:12]3)[CH2:17][CH2:18]2)[S:9][N:8]=1. The yield is 0.706.